Dataset: Forward reaction prediction with 1.9M reactions from USPTO patents (1976-2016). Task: Predict the product of the given reaction. (1) The product is: [CH3:27][O:26][C:24](=[O:25])[CH:23]([N:9]1[CH2:10][CH2:11][C:12]2[C:17](=[CH:16][C:15]([O:18][CH3:19])=[C:14]([O:20][CH3:21])[CH:13]=2)[CH:8]1[CH2:7][CH2:6][C:2]1[O:1][CH:5]=[CH:4][CH:3]=1)[C:28]1[CH:29]=[CH:30][CH:31]=[CH:32][CH:33]=1. Given the reactants [O:1]1[CH:5]=[CH:4][CH:3]=[C:2]1[CH2:6][CH2:7][CH:8]1[C:17]2[C:12](=[CH:13][C:14]([O:20][CH3:21])=[C:15]([O:18][CH3:19])[CH:16]=2)[CH2:11][CH2:10][NH:9]1.Br[CH:23]([C:28]1[CH:33]=[CH:32][CH:31]=[CH:30][CH:29]=1)[C:24]([O:26][CH3:27])=[O:25], predict the reaction product. (2) Given the reactants C[O:2][C:3]([C:5]1[CH:6]=[C:7]2[C:12](=[CH:13][CH:14]=1)[C:11](=[O:15])[N:10]([C:16]1[CH:21]=[CH:20][C:19]([N:22]3[CH2:26][CH2:25][C@@H:24]([N:27]([CH3:29])[CH3:28])[CH2:23]3)=[C:18]([F:30])[CH:17]=1)[CH2:9][CH2:8]2)=[O:4].[OH-].[Na+].CO, predict the reaction product. The product is: [CH3:28][N:27]([CH3:29])[C@@H:24]1[CH2:25][CH2:26][N:22]([C:19]2[CH:20]=[CH:21][C:16]([N:10]3[CH2:9][CH2:8][C:7]4[C:12](=[CH:13][CH:14]=[C:5]([C:3]([OH:4])=[O:2])[CH:6]=4)[C:11]3=[O:15])=[CH:17][C:18]=2[F:30])[CH2:23]1. (3) Given the reactants [CH:1]1([C:4]2[CH:9]=[CH:8][C:7]([O:10][CH2:11][CH:12]3[O:17][CH2:16][CH2:15][CH2:14][CH:13]3[OH:18])=[CH:6][CH:5]=2)[CH2:3][CH2:2]1.C(N(CC)CC)C, predict the reaction product. The product is: [CH:1]1([C:4]2[CH:9]=[CH:8][C:7]([O:10][CH2:11][CH:12]3[C:13](=[O:18])[CH2:14][CH2:15][CH2:16][O:17]3)=[CH:6][CH:5]=2)[CH2:3][CH2:2]1.